Task: Regression. Given a peptide amino acid sequence and an MHC pseudo amino acid sequence, predict their binding affinity value. This is MHC class I binding data.. Dataset: Peptide-MHC class I binding affinity with 185,985 pairs from IEDB/IMGT (1) The peptide sequence is PRFGSCYFL. The MHC is HLA-A02:03 with pseudo-sequence HLA-A02:03. The binding affinity (normalized) is 0.0847. (2) The peptide sequence is SLTDRELLL. The MHC is HLA-B46:01 with pseudo-sequence HLA-B46:01. The binding affinity (normalized) is 0.0847. (3) The peptide sequence is PMQQLTQPL. The MHC is HLA-B40:01 with pseudo-sequence HLA-B40:01. The binding affinity (normalized) is 0.0847. (4) The peptide sequence is RRHRILDTYL. The MHC is Mamu-B08 with pseudo-sequence Mamu-B08. The binding affinity (normalized) is 0.779.